From a dataset of Full USPTO retrosynthesis dataset with 1.9M reactions from patents (1976-2016). Predict the reactants needed to synthesize the given product. Given the product [NH:1]1[C:2]2[C:3](=[CH:4][CH:5]=[CH:6][CH:7]=2)[CH:8]=[C:9]1[C:10]1[C:11]([O:20][CH3:21])=[CH:12][C:13]([O:18][CH3:19])=[C:14]([CH:17]=1)[CH:15]=[O:16], predict the reactants needed to synthesize it. The reactants are: [NH2:1][C:2]1[CH:7]=[CH:6][CH:5]=[CH:4][C:3]=1[C:8]#[C:9][C:10]1[C:11]([O:20][CH3:21])=[CH:12][C:13]([O:18][CH3:19])=[C:14]([CH:17]=1)[CH:15]=[O:16].